From a dataset of NCI-60 drug combinations with 297,098 pairs across 59 cell lines. Regression. Given two drug SMILES strings and cell line genomic features, predict the synergy score measuring deviation from expected non-interaction effect. (1) Drug 1: CC1=C2C(C(=O)C3(C(CC4C(C3C(C(C2(C)C)(CC1OC(=O)C(C(C5=CC=CC=C5)NC(=O)OC(C)(C)C)O)O)OC(=O)C6=CC=CC=C6)(CO4)OC(=O)C)OC)C)OC. Drug 2: C(=O)(N)NO. Cell line: HOP-92. Synergy scores: CSS=16.9, Synergy_ZIP=-6.79, Synergy_Bliss=-3.12, Synergy_Loewe=-20.2, Synergy_HSA=-1.64. (2) Drug 1: CC1C(C(CC(O1)OC2CC(CC3=C2C(=C4C(=C3O)C(=O)C5=C(C4=O)C(=CC=C5)OC)O)(C(=O)C)O)N)O.Cl. Drug 2: CCCCCOC(=O)NC1=NC(=O)N(C=C1F)C2C(C(C(O2)C)O)O. Cell line: SW-620. Synergy scores: CSS=15.5, Synergy_ZIP=2.16, Synergy_Bliss=0.658, Synergy_Loewe=-45.1, Synergy_HSA=-1.53. (3) Drug 2: C1CC(C1)(C(=O)O)C(=O)O.[NH2-].[NH2-].[Pt+2]. Drug 1: CC12CCC(CC1=CCC3C2CCC4(C3CC=C4C5=CN=CC=C5)C)O. Cell line: ACHN. Synergy scores: CSS=54.2, Synergy_ZIP=-0.298, Synergy_Bliss=0.649, Synergy_Loewe=-2.17, Synergy_HSA=0.839. (4) Drug 1: C1CN(CCN1C(=O)CCBr)C(=O)CCBr. Drug 2: C1=NNC2=C1C(=O)NC=N2. Cell line: SF-539. Synergy scores: CSS=9.83, Synergy_ZIP=-5.06, Synergy_Bliss=-1.36, Synergy_Loewe=-10.8, Synergy_HSA=-1.21. (5) Drug 1: CC(C)(C#N)C1=CC(=CC(=C1)CN2C=NC=N2)C(C)(C)C#N. Drug 2: C#CCC(CC1=CN=C2C(=N1)C(=NC(=N2)N)N)C3=CC=C(C=C3)C(=O)NC(CCC(=O)O)C(=O)O. Cell line: OVCAR-8. Synergy scores: CSS=-4.18, Synergy_ZIP=3.19, Synergy_Bliss=2.67, Synergy_Loewe=-2.13, Synergy_HSA=-2.48.